This data is from Full USPTO retrosynthesis dataset with 1.9M reactions from patents (1976-2016). The task is: Predict the reactants needed to synthesize the given product. (1) Given the product [OH:3][C@@H:4]1[CH2:5][CH2:6][C@H:7]([NH:10][C:11](=[O:20])[O:12][CH2:13][C:14]2[CH:19]=[CH:18][CH:17]=[CH:16][CH:15]=2)[C@H:8]([CH2:2][OH:1])[CH2:9]1, predict the reactants needed to synthesize it. The reactants are: [O:1]=[C:2]1[C@@H:8]2[CH2:9][C@@H:4]([CH2:5][CH2:6][C@@H:7]2[NH:10][C:11](=[O:20])[O:12][CH2:13][C:14]2[CH:19]=[CH:18][CH:17]=[CH:16][CH:15]=2)[O:3]1.[Li+].[BH4-]. (2) Given the product [S:1]1[CH:5]=[CH:4][C:3]2[C:8](=[O:10])[CH2:7][CH2:6][C:2]1=2, predict the reactants needed to synthesize it. The reactants are: [S:1]1[CH:5]=[CH:4][CH:3]=[C:2]1[CH2:6][CH2:7][C:8]([OH:10])=O.O=S(Cl)Cl.[Al+3].[Cl-].[Cl-].[Cl-].